This data is from HIV replication inhibition screening data with 41,000+ compounds from the AIDS Antiviral Screen. The task is: Binary Classification. Given a drug SMILES string, predict its activity (active/inactive) in a high-throughput screening assay against a specified biological target. (1) The molecule is O=c1[nH]n(Cc2ccccc2Cl)c2ccccc12. The result is 0 (inactive). (2) The molecule is CS(=O)(=O)OCCN1CCN(C(=O)c2cccc3c(Nc4ccc(S(=O)(=O)NC(=N)N)cc4)c4ccccc4nc23)CC1. The result is 0 (inactive).